This data is from Forward reaction prediction with 1.9M reactions from USPTO patents (1976-2016). The task is: Predict the product of the given reaction. (1) Given the reactants C[Si]([C:5]#[C:6][C:7]1[CH:8]=[CH:9][C:10]2[N:11]([CH:13]=[C:14]([C:16]([O:18][CH2:19][CH3:20])=[O:17])[N:15]=2)[CH:12]=1)(C)C.[F-].C([N+](CCCC)(CCCC)CCCC)CCC.O, predict the reaction product. The product is: [C:6]([C:7]1[CH:8]=[CH:9][C:10]2[N:11]([CH:13]=[C:14]([C:16]([O:18][CH2:19][CH3:20])=[O:17])[N:15]=2)[CH:12]=1)#[CH:5]. (2) Given the reactants ClC1C=CC(OC2C=CC(N[C:14](=S)[NH:15][C@@H:16]([CH2:27][C:28]3[CH:33]=[CH:32][CH:31]=[CH:30][CH:29]=3)[C:17]([NH:19][CH2:20][CH2:21][N:22]3[CH2:26][CH2:25][CH2:24][CH2:23]3)=[O:18])=CC=2)=CC=1.[F:37][C:38]1[CH:51]=[CH:50][C:41]([O:42][C:43]2[CH:48]=[CH:47][C:46]([NH2:49])=[CH:45][CH:44]=2)=[CH:40][CH:39]=1.C(N1C=CN=C1)(N1C=CN=C1)=[O:53].CCOC(C)=O, predict the reaction product. The product is: [F:37][C:38]1[CH:51]=[CH:50][C:41]([O:42][C:43]2[CH:48]=[CH:47][C:46]([NH:49][C:14](=[O:53])[NH:15][C@@H:16]([CH2:27][C:28]3[CH:33]=[CH:32][CH:31]=[CH:30][CH:29]=3)[C:17]([NH:19][CH2:20][CH2:21][N:22]3[CH2:26][CH2:25][CH2:24][CH2:23]3)=[O:18])=[CH:45][CH:44]=2)=[CH:40][CH:39]=1.